Predict which catalyst facilitates the given reaction. From a dataset of Catalyst prediction with 721,799 reactions and 888 catalyst types from USPTO. (1) Reactant: Cl[C:2]1[N:3]=[N:4][C:5]([C:8]2[O:12][N:11]=[C:10]([CH3:13])[N:9]=2)=[CH:6][CH:7]=1.Cl.[NH:15]1[CH2:19][CH2:18][C:17]2([CH2:23][C:22]3[CH:24]=[CH:25][CH:26]=[CH:27][C:21]=3[O:20]2)[CH2:16]1.C(=O)([O-])[O-].[K+].[K+].O. Product: [CH3:13][C:10]1[N:9]=[C:8]([C:5]2[N:4]=[N:3][C:2]([N:15]3[CH2:19][CH2:18][C:17]4([CH2:23][C:22]5[CH:24]=[CH:25][CH:26]=[CH:27][C:21]=5[O:20]4)[CH2:16]3)=[CH:7][CH:6]=2)[O:12][N:11]=1. The catalyst class is: 3. (2) Reactant: Br[C:2]1[N:3]=[C:4]([C:11]([C:13]2[CH:18]=[CH:17][C:16]([N+:19]([O-:21])=[O:20])=[C:15]([O:22][CH3:23])[CH:14]=2)=[O:12])[N:5]2[CH:10]=[CH:9][CH:8]=[CH:7][C:6]=12.[CH3:24][N:25](C)C=O. Product: [CH3:23][O:22][C:15]1[CH:14]=[C:13]([CH:18]=[CH:17][C:16]=1[N+:19]([O-:21])=[O:20])[C:11]([C:4]1[N:5]2[CH:10]=[CH:9][CH:8]=[CH:7][C:6]2=[C:2]([C:24]#[N:25])[N:3]=1)=[O:12]. The catalyst class is: 267. (3) Reactant: Br[C:2](Br)=[CH:3][C:4]1[N:5]=[C:6]([CH:9]2[CH2:14][CH2:13][N:12]([C:15]([O:17][C:18]([CH3:21])([CH3:20])[CH3:19])=[O:16])[CH2:11][CH2:10]2)[S:7][CH:8]=1.Cl.C(O)C.O. Product: [C:3]([C:4]1[N:5]=[C:6]([CH:9]2[CH2:14][CH2:13][N:12]([C:15]([O:17][C:18]([CH3:21])([CH3:20])[CH3:19])=[O:16])[CH2:11][CH2:10]2)[S:7][CH:8]=1)#[CH:2]. The catalyst class is: 7. (4) Reactant: [Br:1][C:2]1[N:6]2[C:7](Br)=[CH:8][N:9]=[CH:10][C:5]2=[N:4][CH:3]=1.[CH2:12]([NH2:14])[CH3:13].C1COCC1. Product: [Br:1][C:2]1[N:6]2[CH:7]=[CH:8][N:9]=[C:10]([NH:14][CH2:12][CH3:13])[C:5]2=[N:4][CH:3]=1. The catalyst class is: 34. (5) Reactant: [CH2:1]([N:3]1[C:7]2=[N:8][C:9]([CH2:32][CH3:33])=[C:10]([CH2:19][NH:20][C:21]([C:23]3[CH:24]=[C:25]([CH:29]=[CH:30][CH:31]=3)[C:26](O)=[O:27])=[O:22])[C:11]([NH:12][CH:13]3[CH2:18][CH2:17][O:16][CH2:15][CH2:14]3)=[C:6]2[CH:5]=[N:4]1)[CH3:2].[Br:34][C:35]1[CH:36]=[C:37]([CH2:42][NH2:43])[CH:38]=[CH:39][C:40]=1[Cl:41].CN(C(ON1N=NC2C=CC=CC1=2)=[N+](C)C)C.F[P-](F)(F)(F)(F)F. Product: [Br:34][C:35]1[CH:36]=[C:37]([CH2:42][NH:43][C:26]([C:25]2[CH:29]=[CH:30][CH:31]=[C:23]([C:21]([NH:20][CH2:19][C:10]3[C:11]([NH:12][CH:13]4[CH2:14][CH2:15][O:16][CH2:17][CH2:18]4)=[C:6]4[CH:5]=[N:4][N:3]([CH2:1][CH3:2])[C:7]4=[N:8][C:9]=3[CH2:32][CH3:33])=[O:22])[CH:24]=2)=[O:27])[CH:38]=[CH:39][C:40]=1[Cl:41]. The catalyst class is: 2.